Task: Predict which catalyst facilitates the given reaction.. Dataset: Catalyst prediction with 721,799 reactions and 888 catalyst types from USPTO (1) Reactant: [F:1][C:2]([C:5]1[CH:29]=[CH:28][C:8]([O:9][C:10]2[CH:15]=[CH:14][C:13]([C:16]3[C:21]4=[N:22][S:23](=[O:27])(=[O:26])[CH2:24][CH2:25][N:20]4[CH:19]=[CH:18][CH:17]=3)=[CH:12][CH:11]=2)=[CH:7][CH:6]=1)([F:4])[CH3:3]. Product: [F:4][C:2]([C:5]1[CH:6]=[CH:7][C:8]([O:9][C:10]2[CH:11]=[CH:12][C:13]([CH:16]3[C:21]4=[N:22][S:23](=[O:27])(=[O:26])[CH2:24][CH2:25][N:20]4[CH2:19][CH2:18][CH2:17]3)=[CH:14][CH:15]=2)=[CH:28][CH:29]=1)([F:1])[CH3:3]. The catalyst class is: 609. (2) Reactant: [O:1]=[C:2]1[CH:11]=[CH:10][C:9]2[C:4](=[N:5][CH:6]=[CH:7][CH:8]=2)[N:3]1[CH2:12][CH2:13][CH2:14][C:15]1([C:29]([O:31]CC)=[O:30])[CH2:20][CH2:19][N:18]([CH2:21][CH2:22][S:23][C:24]2[S:25][CH:26]=[CH:27][CH:28]=2)[CH2:17][CH2:16]1.[OH-].[Na+]. Product: [O:1]=[C:2]1[CH:11]=[CH:10][C:9]2[C:4](=[N:5][CH:6]=[CH:7][CH:8]=2)[N:3]1[CH2:12][CH2:13][CH2:14][C:15]1([C:29]([OH:31])=[O:30])[CH2:16][CH2:17][N:18]([CH2:21][CH2:22][S:23][C:24]2[S:25][CH:26]=[CH:27][CH:28]=2)[CH2:19][CH2:20]1. The catalyst class is: 8. (3) Reactant: [Br:1][C:2]1[CH:3]=[C:4]2[C:8](=[CH:9][CH:10]=1)[N:7]([S:11]([C:14]1[CH:19]=[CH:18][C:17]([O:20][CH3:21])=[CH:16][CH:15]=1)(=[O:13])=[O:12])[CH:6]=[C:5]2[O:22]C(=O)C.[OH-].[K+].Cl. Product: [Br:1][C:2]1[CH:3]=[C:4]2[C:8](=[CH:9][CH:10]=1)[N:7]([S:11]([C:14]1[CH:15]=[CH:16][C:17]([O:20][CH3:21])=[CH:18][CH:19]=1)(=[O:13])=[O:12])[CH:6]=[C:5]2[OH:22]. The catalyst class is: 5. (4) Reactant: [C:1]([C:3]1[CH:27]=[CH:26][C:6]([CH2:7][NH:8][C:9](=[O:25])[CH:10]([O:22][CH2:23][CH3:24])[N:11]2[CH2:19][C:18]3[C:13](=[CH:14][CH:15]=[CH:16][C:17]=3[CH3:20])[C:12]2=[O:21])=[C:5]([N+:28]([O-])=O)[CH:4]=1)#[N:2]. Product: [NH2:28][C:5]1[CH:4]=[C:3]([C:1]#[N:2])[CH:27]=[CH:26][C:6]=1[CH2:7][NH:8][C:9](=[O:25])[CH:10]([O:22][CH2:23][CH3:24])[N:11]1[CH2:19][C:18]2[C:13](=[CH:14][CH:15]=[CH:16][C:17]=2[CH3:20])[C:12]1=[O:21]. The catalyst class is: 78.